From a dataset of Reaction yield outcomes from USPTO patents with 853,638 reactions. Predict the reaction yield, written as a fraction of the theoretical maximum amount of product (1.0 means a 100% yield; for example, 0.34 means a 34% yield). (1) The reactants are [C:1]1([S:7](Cl)(=[O:9])=[O:8])[CH:6]=[CH:5][CH:4]=[CH:3][CH:2]=1.[NH2:11][CH2:12][C:13]1[CH:14]=[C:15]([CH:19]=[CH:20][CH:21]=1)[C:16]([OH:18])=[O:17].Cl. The catalyst is [OH-].[Na+]. The product is [C:1]1([S:7]([NH:11][CH2:12][C:13]2[CH:14]=[C:15]([CH:19]=[CH:20][CH:21]=2)[C:16]([OH:18])=[O:17])(=[O:9])=[O:8])[CH:6]=[CH:5][CH:4]=[CH:3][CH:2]=1. The yield is 0.560. (2) The reactants are [Cl:1][C:2]1[N:6]([C:7]2[CH:12]=[CH:11][C:10](B3OC(C)(C)C(C)(C)O3)=[CH:9][CH:8]=2)[C:5]([C:22]([O:24][CH2:25][CH3:26])=[O:23])=[C:4]([NH:27][C:28](=[O:32])[CH2:29][C:30]#[N:31])[CH:3]=1.Br[C:34]1[CH:35]=[C:36]([C:39]#[N:40])[S:37][CH:38]=1.C([O-])([O-])=O.[Na+].[Na+]. The catalyst is O.O1CCOCC1.C1C=CC([P]([Pd]([P](C2C=CC=CC=2)(C2C=CC=CC=2)C2C=CC=CC=2)([P](C2C=CC=CC=2)(C2C=CC=CC=2)C2C=CC=CC=2)[P](C2C=CC=CC=2)(C2C=CC=CC=2)C2C=CC=CC=2)(C2C=CC=CC=2)C2C=CC=CC=2)=CC=1. The product is [Cl:1][C:2]1[N:6]([C:7]2[CH:8]=[CH:9][C:10]([C:34]3[CH:35]=[C:36]([C:39]#[N:40])[S:37][CH:38]=3)=[CH:11][CH:12]=2)[C:5]([C:22]([O:24][CH2:25][CH3:26])=[O:23])=[C:4]([NH:27][C:28](=[O:32])[CH2:29][C:30]#[N:31])[CH:3]=1. The yield is 0.420. (3) The reactants are [C:1]([C:5]1[N:10]=[C:9]([N:11]2[CH2:16][CH2:15][N:14]([CH2:17][CH2:18][CH2:19][CH2:20][NH2:21])[CH2:13][CH2:12]2)[CH:8]=[C:7]([CH3:22])[N:6]=1)([CH3:4])([CH3:3])[CH3:2].C1N=CN([C:28](N2C=NC=C2)=[O:29])C=1.[NH:35]1[CH2:40][CH2:39][CH:38]([N:41]2[C:45]3[CH:46]=[CH:47][CH:48]=[CH:49][C:44]=3[NH:43][C:42]2=[O:50])[CH2:37][CH2:36]1. The catalyst is C(Cl)(Cl)Cl.CO. The product is [C:1]([C:5]1[N:10]=[C:9]([N:11]2[CH2:12][CH2:13][N:14]([CH2:17][CH2:18][CH2:19][CH2:20][NH:21][C:28]([N:35]3[CH2:36][CH2:37][CH:38]([N:41]4[C:45]5[CH:46]=[CH:47][CH:48]=[CH:49][C:44]=5[NH:43][C:42]4=[O:50])[CH2:39][CH2:40]3)=[O:29])[CH2:15][CH2:16]2)[CH:8]=[C:7]([CH3:22])[N:6]=1)([CH3:4])([CH3:3])[CH3:2]. The yield is 0.310. (4) The reactants are Cl[C:2]1[N:9]=[C:8]([C:10]2[CH:15]=[CH:14][CH:13]=[CH:12][CH:11]=2)[CH:7]=[CH:6][C:3]=1[C:4]#[N:5].O.[NH2:17][NH2:18]. The catalyst is C(O)C.O. The product is [C:10]1([C:8]2[N:9]=[C:2]3[NH:17][N:18]=[C:4]([NH2:5])[C:3]3=[CH:6][CH:7]=2)[CH:15]=[CH:14][CH:13]=[CH:12][CH:11]=1. The yield is 0.840.